This data is from Reaction yield outcomes from USPTO patents with 853,638 reactions. The task is: Predict the reaction yield, written as a fraction of the theoretical maximum amount of product (1.0 means a 100% yield; for example, 0.34 means a 34% yield). (1) The reactants are [NH2:1][C:2]1[C:3]([C:9]([O:11]C)=[O:10])=[N:4][C:5](Br)=[CH:6][N:7]=1.[C:13]1(B(O)O)[CH:18]=[CH:17][CH:16]=[CH:15][CH:14]=1. The catalyst is C1C=CC(P(C2C=CC=CC=2)[C-]2C=CC=C2)=CC=1.C1C=CC(P(C2C=CC=CC=2)[C-]2C=CC=C2)=CC=1.Cl[Pd]Cl.[Fe+2].C(Cl)Cl. The product is [NH2:1][C:2]1[C:3]([C:9]([OH:11])=[O:10])=[N:4][C:5]([C:13]2[CH:18]=[CH:17][CH:16]=[CH:15][CH:14]=2)=[CH:6][N:7]=1. The yield is 0.700. (2) The reactants are [C:1]([O:5][C:6](=[O:12])[N:7]([CH2:9][CH2:10][OH:11])[CH3:8])([CH3:4])([CH3:3])[CH3:2].[OH-].[K+].Br[CH2:16][CH2:17][F:18].Cl. The catalyst is C1(C)C=CC=CC=1.[N+](CCCC)(CCCC)(CCCC)CCCC.[O-]S(O)(=O)=O.CCOC(C)=O.CCCCCC.O. The product is [C:1]([O:5][C:6](=[O:12])[N:7]([CH2:9][CH2:10][O:11][CH2:16][CH2:17][F:18])[CH3:8])([CH3:4])([CH3:2])[CH3:3]. The yield is 0.380.